Dataset: Forward reaction prediction with 1.9M reactions from USPTO patents (1976-2016). Task: Predict the product of the given reaction. (1) Given the reactants [Cl:1][CH2:2][C:3]([C:5]1[CH:10]=[CH:9][CH:8]=[CH:7][CH:6]=1)=[O:4].[F:11][C:12]1[CH:13]=[C:14]([NH:18][CH:19]([C:31]2[CH:32]=[N:33][C:34]([O:37][CH3:38])=[CH:35][CH:36]=2)[C:20]([O:22][C@@H:23]2[CH:28]3[CH2:29][CH2:30][N:25]([CH2:26][CH2:27]3)[CH2:24]2)=[O:21])[CH:15]=[CH:16][CH:17]=1.CC#N.O, predict the reaction product. The product is: [Cl-:1].[F:11][C:12]1[CH:13]=[C:14]([NH:18][CH:19]([C:31]2[CH:32]=[N:33][C:34]([O:37][CH3:38])=[CH:35][CH:36]=2)[C:20]([O:22][C@@H:23]2[CH:28]3[CH2:27][CH2:26][N+:25]([CH2:2][C:3](=[O:4])[C:5]4[CH:10]=[CH:9][CH:8]=[CH:7][CH:6]=4)([CH2:30][CH2:29]3)[CH2:24]2)=[O:21])[CH:15]=[CH:16][CH:17]=1. (2) Given the reactants Cl[C:2]1[N:9]=[CH:8][CH:7]=[CH:6][C:3]=1[C:4]#[N:5].[CH3:10][CH:11]([OH:13])[CH3:12].[OH-].[K+].C1OCCOCCOCCOCCOCCOC1, predict the reaction product. The product is: [CH:11]([O:13][C:2]1[N:9]=[CH:8][CH:7]=[CH:6][C:3]=1[C:4]#[N:5])([CH3:12])[CH3:10]. (3) Given the reactants [NH:1]1[C:9]2[C:4](=[CH:5][CH:6]=[CH:7][CH:8]=2)[CH:3]=[CH:2]1.[F:10][C:11]1[CH:16]=[CH:15][C:14]([C:17](O)([CH2:20][CH3:21])[CH2:18][CH3:19])=[CH:13][CH:12]=1.FC(F)(F)C(O)=O.C(=O)(O)[O-].[Na+], predict the reaction product. The product is: [CH2:18]([C:17]([C:3]1[C:4]2[C:9](=[CH:8][CH:7]=[CH:6][CH:5]=2)[NH:1][CH:2]=1)([C:14]1[CH:13]=[CH:12][C:11]([F:10])=[CH:16][CH:15]=1)[CH2:20][CH3:21])[CH3:19]. (4) The product is: [S:7]([NH:10][N:11]=[CH:4][C:3]1[CH:2]=[CH:1][CH:6]=[CH:5][C:20]=1[C:19]1[CH:22]=[CH:23][C:16]([O:15][CH:14]([F:24])[F:13])=[CH:17][CH:18]=1)([C:4]1[CH:3]=[CH:2][C:1]([CH3:12])=[CH:6][CH:5]=1)(=[O:8])=[O:9]. Given the reactants [C:1]1([CH3:12])[CH:6]=[CH:5][C:4]([S:7]([NH:10][NH2:11])(=[O:9])=[O:8])=[CH:3][CH:2]=1.[F:13][CH:14]([F:24])[O:15][C:16]1[CH:23]=[CH:22][C:19]([CH:20]=O)=[CH:18][CH:17]=1, predict the reaction product. (5) The product is: [NH2:1][C:2]1[N:7]=[C:6]([C:8]([O:10][CH3:11])=[O:9])[CH:5]=[CH:4][C:3]=1[CH2:12][CH2:13][C:14]([O:16][CH2:17][CH3:18])=[O:15]. Given the reactants [NH2:1][C:2]1[N:7]=[C:6]([C:8]([O:10][CH3:11])=[O:9])[CH:5]=[CH:4][C:3]=1/[CH:12]=[CH:13]/[C:14]([O:16][CH2:17][CH3:18])=[O:15], predict the reaction product.